This data is from Catalyst prediction with 721,799 reactions and 888 catalyst types from USPTO. The task is: Predict which catalyst facilitates the given reaction. (1) Reactant: [Cl:1][C:2]1[CH:3]=[C:4]2[C:9](=[CH:10][CH:11]=1)[CH:8]=[C:7]([S:12]([N:15]1[CH2:20][CH2:19][NH:18][CH2:17][CH2:16]1)(=[O:14])=[O:13])[CH:6]=[CH:5]2.C(N(CC)CC)C.[I:28][C:29]1[CH:37]=[CH:36][C:32]([C:33](Cl)=[O:34])=[CH:31][CH:30]=1. Product: [Cl:1][C:2]1[CH:3]=[C:4]2[C:9](=[CH:10][CH:11]=1)[CH:8]=[C:7]([S:12]([N:15]1[CH2:16][CH2:17][N:18]([C:33](=[O:34])[C:32]3[CH:36]=[CH:37][C:29]([I:28])=[CH:30][CH:31]=3)[CH2:19][CH2:20]1)(=[O:13])=[O:14])[CH:6]=[CH:5]2. The catalyst class is: 4. (2) Reactant: C(N([CH:7]([CH3:9])[CH3:8])C(C)C)C.[CH2:10]([NH2:13])[C:11]#[CH:12].[CH2:14]([O:16]CC)C. Product: [CH2:10]([NH:13][C:14](=[O:16])[CH2:9][CH2:7][CH3:8])[C:11]#[CH:12]. The catalyst class is: 429. (3) Product: [CH3:1][O:2][C:3](=[O:10])[CH:4]=[CH:5][CH:6]=[CH:7][CH2:8][S:19][C:16]1[CH:17]=[CH:18][C:13]([N:12]([CH3:20])[CH3:11])=[CH:14][CH:15]=1. Reactant: [CH3:1][O:2][C:3](=[O:10])[CH:4]=[CH:5][CH:6]=[CH:7][CH2:8]Br.[CH3:11][N:12]([CH3:20])[C:13]1[CH:18]=[CH:17][C:16]([SH:19])=[CH:15][CH:14]=1.C(N(CC)CC)C. The catalyst class is: 7.